This data is from Full USPTO retrosynthesis dataset with 1.9M reactions from patents (1976-2016). The task is: Predict the reactants needed to synthesize the given product. (1) Given the product [CH3:1][O:2][C:3]1[CH:4]=[C:5]([CH:11]([CH3:15])[C:12]([Cl:24])=[O:13])[CH:6]=[CH:7][C:8]=1[O:9][CH3:10], predict the reactants needed to synthesize it. The reactants are: [CH3:1][O:2][C:3]1[CH:4]=[C:5]([CH:11]([CH3:15])[C:12](O)=[O:13])[CH:6]=[CH:7][C:8]=1[O:9][CH3:10].CN(C=O)C.C(Cl)(=O)C([Cl:24])=O. (2) Given the product [C:1]1([C:7]2[CH:12]=[C:11]([C:13]([F:14])([F:15])[F:16])[N:10]3[N:17]=[CH:18][C:19]([C:20]([N:59]4[CH2:60][C:54]5([CH3:53])[CH2:61][CH:58]4[CH2:57][C:56]([CH3:63])([CH3:62])[CH2:55]5)=[O:22])=[C:9]3[N:8]=2)[CH:2]=[CH:3][CH:4]=[CH:5][CH:6]=1, predict the reactants needed to synthesize it. The reactants are: [C:1]1([C:7]2[CH:12]=[C:11]([C:13]([F:16])([F:15])[F:14])[N:10]3[N:17]=[CH:18][C:19]([C:20]([OH:22])=O)=[C:9]3[N:8]=2)[CH:6]=[CH:5][CH:4]=[CH:3][CH:2]=1.C1C=CC2N(O)N=NC=2C=1.CCN=C=NCCCN(C)C.CCN(C(C)C)C(C)C.[CH3:53][C:54]12[CH2:61][CH:58]([NH:59][CH2:60]1)[CH2:57][C:56]([CH3:63])([CH3:62])[CH2:55]2. (3) Given the product [F:1][C:2]1[CH:23]=[CH:22][C:5]([CH2:6][N:7]2[CH2:11][CH2:10][N:9]([C:12]3[CH:13]=[C:14]([CH:18]=[CH:19][N:20]=3)[C:15]([NH2:27])=[O:16])[C:8]2=[O:21])=[CH:4][CH:3]=1, predict the reactants needed to synthesize it. The reactants are: [F:1][C:2]1[CH:23]=[CH:22][C:5]([CH2:6][N:7]2[CH2:11][CH2:10][N:9]([C:12]3[CH:13]=[C:14]([CH:18]=[CH:19][N:20]=3)[C:15](O)=[O:16])[C:8]2=[O:21])=[CH:4][CH:3]=1.C([N:27](C(C)C)CC)(C)C.O.ON1C2C=CC=CC=2N=N1.F[B-](F)(F)F.N1(OC(N(C)C)=[N+](C)C)C2C=CC=CC=2N=N1.[Cl-].[NH4+]. (4) Given the product [F:41][C:38]1[CH:37]=[N:36][C:35]([N:14]2[CH2:13][C@@H:12]3[C@@:7]([C:5]4[S:6][C:2]([F:1])=[CH:3][CH:4]=4)([N:8]=[C:9]([NH:16][C:17](=[O:24])[C:18]4[CH:23]=[CH:22][CH:21]=[CH:20][CH:19]=4)[S:10][CH2:11]3)[CH2:15]2)=[N:40][CH:39]=1, predict the reactants needed to synthesize it. The reactants are: [F:1][C:2]1[S:6][C:5]([C@:7]23[CH2:15][NH:14][CH2:13][C@H:12]2[CH2:11][S:10][C:9]([NH:16][C:17](=[O:24])[C:18]2[CH:23]=[CH:22][CH:21]=[CH:20][CH:19]=2)=[N:8]3)=[CH:4][CH:3]=1.C(N(C(C)C)CC)(C)C.Cl[C:35]1[N:40]=[CH:39][C:38]([F:41])=[CH:37][N:36]=1. (5) Given the product [CH3:13][O:14][C:15]1[CH:21]=[CH:20][C:19]([O:22][CH3:23])=[CH:18][C:16]=1[NH:17][C:2]1[C:3]2[S:12][CH:11]=[CH:10][C:4]=2[N:5]=[C:6]([S:8][CH3:9])[N:7]=1, predict the reactants needed to synthesize it. The reactants are: Cl[C:2]1[C:3]2[S:12][CH:11]=[CH:10][C:4]=2[N:5]=[C:6]([S:8][CH3:9])[N:7]=1.[CH3:13][O:14][C:15]1[CH:21]=[CH:20][C:19]([O:22][CH3:23])=[CH:18][C:16]=1[NH2:17]. (6) Given the product [CH3:24][C:22]1[CH:21]=[C:20]([NH:25][C:26]2[CH:31]=[C:30]([C:32]([F:35])([F:33])[F:34])[CH:29]=[CH:28][N:27]=2)[N:19]=[C:18]([C:16]2[CH:15]=[N:14][N:13]([CH:11]([CH:9]3[CH2:10][NH:6][C:7](=[O:36])[CH2:8]3)[CH3:12])[CH:17]=2)[CH:23]=1, predict the reactants needed to synthesize it. The reactants are: COC1C=C(OC)C=CC=1C[N:6]1[CH2:10][CH:9]([CH:11]([N:13]2[CH:17]=[C:16]([C:18]3[CH:23]=[C:22]([CH3:24])[CH:21]=[C:20]([NH:25][C:26]4[CH:31]=[C:30]([C:32]([F:35])([F:34])[F:33])[CH:29]=[CH:28][N:27]=4)[N:19]=3)[CH:15]=[N:14]2)[CH3:12])[CH2:8][C:7]1=[O:36]. (7) Given the product [ClH:1].[Cl:1][C:2]1[CH:3]=[C:4]([N:9]2[CH:13]=[C:12]([CH2:14][N:15]3[CH:19]=[CH:18][N:17]=[C:16]3[NH:20][CH2:21][CH3:22])[N:11]=[CH:10]2)[CH:5]=[CH:6][C:7]=1[Cl:8], predict the reactants needed to synthesize it. The reactants are: [Cl:1][C:2]1[CH:3]=[C:4]([N:9]2[CH:13]=[C:12]([CH2:14][N:15]3[CH:19]=[CH:18][N:17]=[C:16]3[NH:20][C:21](=O)[CH3:22])[N:11]=[CH:10]2)[CH:5]=[CH:6][C:7]=1[Cl:8]. (8) Given the product [CH2:33]([N:30]1[CH2:31][CH2:32][N:27]([C:24]2[CH:23]=[CH:22][C:21]([C:17]3[CH:18]=[CH:19][CH:20]=[C:15]([CH2:14][N:2]([CH3:1])[C:3](=[O:13])[CH2:4][NH:5][C:6](=[O:12])[O:7][C:8]([CH3:11])([CH3:9])[CH3:10])[CH:16]=3)=[CH:26][CH:25]=2)[CH2:28][CH2:29]1)[CH3:34], predict the reactants needed to synthesize it. The reactants are: [CH3:1][N:2]([CH2:14][C:15]1[CH:16]=[C:17]([C:21]2[CH:26]=[CH:25][C:24]([N:27]3[CH2:32][CH2:31][NH:30][CH2:29][CH2:28]3)=[CH:23][CH:22]=2)[CH:18]=[CH:19][CH:20]=1)[C:3](=[O:13])[CH2:4][NH:5][C:6](=[O:12])[O:7][C:8]([CH3:11])([CH3:10])[CH3:9].[CH2:33](I)[CH3:34].O.